Task: Predict the product of the given reaction.. Dataset: Forward reaction prediction with 1.9M reactions from USPTO patents (1976-2016) The product is: [CH3:26][C:22]1[CH:23]=[CH:24][CH:25]=[C:20]([CH3:19])[C:21]=1[C:27]1[CH:28]=[CH:29][C:30]([C:6]([N:8]2[CH2:12][C:11](=[N:13][O:14][CH3:15])[CH2:10][C@H:9]2[C:16]([NH:36][CH2:37][CH2:38][C:39]2[CH:44]=[CH:43][C:42]([OH:45])=[CH:41][CH:40]=2)=[O:18])=[O:7])=[CH:31][CH:32]=1. Given the reactants C(O[C:6]([N:8]1[CH2:12][C:11](=[N:13][O:14][CH3:15])[CH2:10][C@H:9]1[C:16]([OH:18])=O)=[O:7])(C)(C)C.[CH3:19][C:20]1[CH:25]=[CH:24][CH:23]=[C:22]([CH3:26])[C:21]=1[C:27]1[CH:32]=[CH:31][C:30](C(O)=O)=[CH:29][CH:28]=1.[NH2:36][CH2:37][CH2:38][C:39]1[CH:44]=[CH:43][C:42]([OH:45])=[CH:41][CH:40]=1, predict the reaction product.